This data is from Cav3 T-type calcium channel HTS with 100,875 compounds. The task is: Binary Classification. Given a drug SMILES string, predict its activity (active/inactive) in a high-throughput screening assay against a specified biological target. (1) The compound is O=C1N2C(C(c3c1cccc3)C(=O)NCCN1CCN(CC1)Cc1ccccc1)c1c(CC2)cccc1. The result is 0 (inactive). (2) The molecule is S(=O)(=O)(N(c1ccc(C(C)C)cc1)CC(=O)Nc1cc2OCCOc2cc1)c1c(onc1C)C. The result is 0 (inactive). (3) The compound is O=C(N1CCN(CC1)c1ccccc1)c1noc(c1)c1c(OC)ccc(OC)c1. The result is 0 (inactive). (4) The molecule is S(=O)(=O)(NCc1ncccc1)c1ccccc1. The result is 0 (inactive). (5) The compound is s1c2n(cc(n2)CNC(=O)C2C(CC=CC2)C(O)=O)c(c1)C. The result is 0 (inactive). (6) The drug is O=C(Nc1c(cc(cc1C)C)C)C1N(CCC1)C(CC)C. The result is 0 (inactive).